Dataset: Forward reaction prediction with 1.9M reactions from USPTO patents (1976-2016). Task: Predict the product of the given reaction. (1) The product is: [F:38][C:25]1[C:26]([C:32]2([CH3:37])[O:33][CH:34]=[CH:35][O:36]2)=[CH:27][CH:28]=[C:29]([O:30][CH3:31])[C:24]=1[CH:23]=[CH:22][C:21]([OH:39])=[O:20]. Given the reactants FC1C(C2(C)OC=CO2)=CC=C(OC)C=1C=O.C([O:20][C:21](=[O:39])[CH:22]=[CH:23][C:24]1[C:29]([O:30][CH3:31])=[CH:28][CH:27]=[C:26]([C:32]2([CH3:37])[O:36][CH:35]=[CH:34][O:33]2)[C:25]=1[F:38])C.[OH-].[K+], predict the reaction product. (2) The product is: [CH2:14]([CH:10]1[CH2:11][CH2:12][CH2:13][N:8]([CH2:7][C:6]2[CH:19]=[CH:20][C:3]([O:2][CH3:1])=[CH:4][CH:5]=2)[CH2:9]1)[CH2:15][CH2:16][CH3:17]. Given the reactants [CH3:1][O:2][C:3]1[CH:20]=[CH:19][C:6]([CH2:7][N:8]2[CH2:13][CH2:12][CH2:11][CH:10]([C:14](=O)[CH2:15][CH2:16][CH3:17])[CH2:9]2)=[CH:5][CH:4]=1.[OH-].[K+].O.NN.[NH4+].[Cl-], predict the reaction product.